This data is from Full USPTO retrosynthesis dataset with 1.9M reactions from patents (1976-2016). The task is: Predict the reactants needed to synthesize the given product. (1) Given the product [CH3:1][O:2][C:3]1[CH:4]=[C:5]([CH2:11][CH2:12][CH2:13][CH2:14][NH2:15])[CH:6]=[CH:7][C:8]=1[O:9][CH3:10], predict the reactants needed to synthesize it. The reactants are: [CH3:1][O:2][C:3]1[CH:4]=[C:5]([CH2:11][CH2:12][CH2:13][CH2:14][N:15]=[N+]=[N-])[CH:6]=[CH:7][C:8]=1[O:9][CH3:10].[H-].[H-].[H-].[H-].[Li+].[Al+3]. (2) Given the product [CH3:1][C@H:2]1[CH2:7][CH2:6][C@H:5]([NH:8][C:9]([C@@H:11]2[CH2:13][C@H:12]2[CH2:14][N:31]2[CH2:30][CH2:29][N:28]([C:24]3[CH:25]=[CH:26][CH:27]=[C:22]([Cl:21])[CH:23]=3)[CH2:33][CH2:32]2)=[O:10])[CH2:4][CH2:3]1, predict the reactants needed to synthesize it. The reactants are: [CH3:1][C@H:2]1[CH2:7][CH2:6][C@H:5]([NH:8][C:9]([C@@H:11]2[CH2:13][C@H:12]2[CH2:14]OS(C)(=O)=O)=[O:10])[CH2:4][CH2:3]1.Cl.[Cl:21][C:22]1[CH:23]=[C:24]([N:28]2[CH2:33][CH2:32][NH:31][CH2:30][CH2:29]2)[CH:25]=[CH:26][CH:27]=1. (3) Given the product [I:9][C:7]1[N:8]=[C:3]([NH2:1])[C:4]([NH:10][CH3:11])=[N:5][CH:6]=1, predict the reactants needed to synthesize it. The reactants are: [NH3:1].I[C:3]1[C:4]([NH:10][CH3:11])=[N:5][CH:6]=[C:7]([I:9])[N:8]=1.ClCCl.O. (4) Given the product [CH:16]1([N:14]2[CH:15]=[C:11]([C:9]3[NH:8][C:4]4=[N:5][CH:6]=[CH:7][C:2]([C:25]5[CH:26]=[CH:27][C:22]([CH2:21][NH2:20])=[C:23]([F:31])[CH:24]=5)=[C:3]4[N:10]=3)[CH:12]=[N:13]2)[CH2:19][CH2:18][CH2:17]1, predict the reactants needed to synthesize it. The reactants are: Cl[C:2]1[CH:7]=[CH:6][N:5]=[C:4]2[NH:8][C:9]([C:11]3[CH:12]=[N:13][N:14]([CH:16]4[CH2:19][CH2:18][CH2:17]4)[CH:15]=3)=[N:10][C:3]=12.[NH2:20][CH2:21][C:22]1[CH:27]=[CH:26][C:25](B(O)O)=[CH:24][C:23]=1[F:31].C(=O)([O-])[O-].[K+].[K+].CC#N.C1(P(C2C=CC=CC=2)C2C=CC=CC=2)CCCC1.